Dataset: Full USPTO retrosynthesis dataset with 1.9M reactions from patents (1976-2016). Task: Predict the reactants needed to synthesize the given product. (1) Given the product [Cl:12][C:9]1[CH:10]=[CH:11][C:6]([CH:3]([NH:2][C:27]([C:25]2[N:24]=[N:23][N:22]([CH2:21][CH2:20][NH:19][C:17](=[O:18])[C:16]3[CH:30]=[CH:31][C:32]([O:36][CH3:37])=[C:33]([O:34][CH3:35])[C:15]=3[O:14][CH3:13])[CH:26]=2)=[O:28])[C:4]#[N:5])=[CH:7][CH:8]=1, predict the reactants needed to synthesize it. The reactants are: Cl.[NH2:2][CH:3]([C:6]1[CH:11]=[CH:10][C:9]([Cl:12])=[CH:8][CH:7]=1)[C:4]#[N:5].[CH3:13][O:14][C:15]1[C:33]([O:34][CH3:35])=[C:32]([O:36][CH3:37])[CH:31]=[CH:30][C:16]=1[C:17]([NH:19][CH2:20][CH2:21][N:22]1[CH:26]=[C:25]([C:27](O)=[O:28])[N:24]=[N:23]1)=[O:18]. (2) Given the product [CH2:1]([O:7][C:8]1[CH:19]=[CH:18][CH:17]=[CH:16][C:9]=1[O:10][CH2:11][CH2:12][CH2:13][CH2:14][NH:15][C:21]1[C:30]2[C:25](=[CH:26][CH:27]=[CH:28][CH:29]=2)[N:24]=[CH:23][N:22]=1)[CH2:2][CH2:3][CH2:4][CH2:5][CH3:6], predict the reactants needed to synthesize it. The reactants are: [CH2:1]([O:7][C:8]1[CH:19]=[CH:18][CH:17]=[CH:16][C:9]=1[O:10][CH2:11][CH2:12][CH2:13][CH2:14][NH2:15])[CH2:2][CH2:3][CH2:4][CH2:5][CH3:6].Cl[C:21]1[C:30]2[C:25](=[CH:26][CH:27]=[CH:28][CH:29]=2)[N:24]=[CH:23][N:22]=1. (3) The reactants are: [CH:1]1([CH2:4][NH:5][C:6]2([CH2:9][O:10][C:11]3[CH:20]=[C:19]4[C:14]([C:15]([O:21][C:22]5[CH:23]=[C:24]6[C:29](=[CH:30][CH:31]=5)[C:28]([C:32]([NH:34][CH3:35])=[O:33])=[CH:27][CH:26]=[CH:25]6)=[CH:16][CH:17]=[N:18]4)=[CH:13][C:12]=3[O:36][CH3:37])[CH2:8][CH2:7]2)[CH2:3][CH2:2]1.C=O.[BH-](OC(C)=O)(OC(C)=O)O[C:42](C)=O.[Na+]. Given the product [CH:1]1([CH2:4][N:5]([CH3:42])[C:6]2([CH2:9][O:10][C:11]3[CH:20]=[C:19]4[C:14]([C:15]([O:21][C:22]5[CH:23]=[C:24]6[C:29](=[CH:30][CH:31]=5)[C:28]([C:32]([NH:34][CH3:35])=[O:33])=[CH:27][CH:26]=[CH:25]6)=[CH:16][CH:17]=[N:18]4)=[CH:13][C:12]=3[O:36][CH3:37])[CH2:7][CH2:8]2)[CH2:3][CH2:2]1, predict the reactants needed to synthesize it. (4) Given the product [F:1][C:2]1[C:3]([C:16]2[N:17]([CH:22]([CH3:24])[CH3:23])[C:18]([CH3:21])=[N:19][CH:20]=2)=[N:4][C:5]([NH:8][C@H:9]2[CH2:14][CH2:13][C@H:12]([NH:15][S:25](=[O:27])(=[O:26])[NH2:28])[CH2:11][CH2:10]2)=[N:6][CH:7]=1, predict the reactants needed to synthesize it. The reactants are: [F:1][C:2]1[C:3]([C:16]2[N:17]([CH:22]([CH3:24])[CH3:23])[C:18]([CH3:21])=[N:19][CH:20]=2)=[N:4][C:5]([NH:8][C@H:9]2[CH2:14][CH2:13][C@H:12]([NH2:15])[CH2:11][CH2:10]2)=[N:6][CH:7]=1.[S:25](N)([NH2:28])(=[O:27])=[O:26]. (5) Given the product [NH2:60][C:52]1[C:53]2[CH:58]=[CH:57][C:56]([NH:59][C:23](=[O:24])[C@@H:22]([C@H:17]3[O:18][C@H:19]([CH3:21])[CH2:20][N:15]([C:12]4[CH:13]=[CH:14][N:10]([C:6]5[CH:5]=[C:4]([C:2]#[N:3])[N:9]=[N:8][CH:7]=5)[N:11]=4)[C:16]3=[O:27])[OH:26])=[CH:55][C:54]=2[O:50][N:51]=1, predict the reactants needed to synthesize it. The reactants are: Cl.[C:2]([C:4]1[N:9]=[N:8][CH:7]=[C:6]([N:10]2[CH:14]=[CH:13][C:12]([N:15]3[CH2:20][C@@H:19]([CH3:21])[O:18][C@H:17]([C@@H:22]([OH:26])[C:23](O)=[O:24])[C:16]3=[O:27])=[N:11]2)[CH:5]=1)#[N:3].ON1C2N=CC=CC=2N=N1.Cl.CN(C)CCCN=C=NCC.[O:50]1[C:54]2[CH:55]=[C:56]([NH2:59])[CH:57]=[CH:58][C:53]=2[C:52]([NH2:60])=[N:51]1. (6) Given the product [O:32]1[CH:36]=[CH:35][C:34]([C:2]2[CH:3]=[C:4]([C:8]3[N:9]=[CH:10][C:11]([C:14]4[CH:15]=[N:16][N:17]([CH:19]5[CH2:24][CH2:23][N:22]([C:25]([O:27][C:28]([CH3:30])([CH3:31])[CH3:29])=[O:26])[CH2:21][CH2:20]5)[CH:18]=4)=[CH:12][N:13]=3)[CH:5]=[CH:6][CH:7]=2)=[CH:33]1, predict the reactants needed to synthesize it. The reactants are: N[C:2]1[CH:3]=[C:4]([C:8]2[N:13]=[CH:12][C:11]([C:14]3[CH:15]=[N:16][N:17]([CH:19]4[CH2:24][CH2:23][N:22]([C:25]([O:27][C:28]([CH3:31])([CH3:30])[CH3:29])=[O:26])[CH2:21][CH2:20]4)[CH:18]=3)=[CH:10][N:9]=2)[CH:5]=[CH:6][CH:7]=1.[O:32]1[CH:36]=[CH:35][C:34](B(O)O)=[CH:33]1.C(=O)([O-])[O-].[K+].[K+].O1CCOCC1.